Dataset: Reaction yield outcomes from USPTO patents with 853,638 reactions. Task: Predict the reaction yield, written as a fraction of the theoretical maximum amount of product (1.0 means a 100% yield; for example, 0.34 means a 34% yield). (1) The reactants are [CH:1]1([CH2:6][CH:7]([C:11]2[CH:16]=[CH:15][C:14]([F:17])=[C:13]([C:18]([F:21])([F:20])[F:19])[CH:12]=2)[C:8](O)=[O:9])[CH2:5][CH2:4][CH2:3][CH2:2]1.C(Cl)(=O)C(Cl)=O.[NH2:28][C:29]1[S:30][CH:31]=[CH:32][N:33]=1.C(N(CC)C(C)C)(C)C. The catalyst is C(Cl)Cl.CN(C)C=O. The product is [CH:1]1([CH2:6][CH:7]([C:11]2[CH:16]=[CH:15][C:14]([F:17])=[C:13]([C:18]([F:19])([F:21])[F:20])[CH:12]=2)[C:8]([NH:28][C:29]2[S:30][CH:31]=[CH:32][N:33]=2)=[O:9])[CH2:2][CH2:3][CH2:4][CH2:5]1. The yield is 0.845. (2) The reactants are [CH3:1][C:2]1[C:8]([N+:9]([O-])=O)=[CH:7][CH:6]=[CH:5][C:3]=1N.N([O-])=O.[Na+].C([O:19][CH2:20][CH3:21])(=O)C.[CH3:22]CCCCC. The catalyst is C(O)(=O)C.O. The product is [NH2:9][C:8]1[CH:7]=[CH:6][CH:5]=[C:3]2[C:2]=1[CH2:1][C@H:20]([OH:19])[CH2:21][CH2:22]2. The yield is 0.680. (3) The yield is 0.360. The catalyst is C(O)C. The reactants are [F:1][C:2]1[CH:31]=[CH:30][CH:29]=[C:28]([F:32])[C:3]=1[C:4]([NH:6][C:7]1[CH:12]=[CH:11][C:10]([C:13]2[C:25]([CH3:26])=[C:24]3[C:16]([CH:17](O)[CH2:18][C:19]4([O:23]3)[CH2:22][CH2:21][CH2:20]4)=[CH:15][CH:14]=2)=[CH:9][CH:8]=1)=[O:5].[BH4-].[Na+]. The product is [F:1][C:2]1[CH:31]=[CH:30][CH:29]=[C:28]([F:32])[C:3]=1[C:4]([NH:6][C:7]1[CH:12]=[CH:11][C:10]([C:13]2[C:25]([CH3:26])=[C:24]3[C:16]([CH2:17][CH2:18][C:19]4([O:23]3)[CH2:20][CH2:21][CH2:22]4)=[CH:15][CH:14]=2)=[CH:9][CH:8]=1)=[O:5]. (4) The reactants are [CH3:1][O:2][C:3]1[CH:34]=[CH:33][C:6]([CH2:7][N:8]([CH2:24][C:25]2[CH:30]=[CH:29][C:28]([O:31][CH3:32])=[CH:27][CH:26]=2)[C:9]2[CH:14]=[C:13]([F:15])[C:12]([C:16]([CH3:22])([CH3:21])[C:17](OC)=[O:18])=[C:11]([F:23])[CH:10]=2)=[CH:5][CH:4]=1.CC(C[AlH]CC(C)C)C.C1COCC1.Cl.O. The catalyst is C1COCC1.C(OCC)(=O)C.CCCCCC. The product is [CH3:32][O:31][C:28]1[CH:27]=[CH:26][C:25]([CH2:24][N:8]([CH2:7][C:6]2[CH:5]=[CH:4][C:3]([O:2][CH3:1])=[CH:34][CH:33]=2)[C:9]2[CH:10]=[C:11]([F:23])[C:12]([C:16]([CH3:22])([CH3:21])[CH2:17][OH:18])=[C:13]([F:15])[CH:14]=2)=[CH:30][CH:29]=1. The yield is 0.642. (5) The reactants are C[O:2][C:3](=O)[C:4]([NH:7][C:8]1[C:13]([N+:14]([O-])=O)=[CH:12][C:11]([I:17])=[CH:10][N:9]=1)([CH3:6])[CH3:5]. The catalyst is C(O)C. The product is [I:17][C:11]1[CH:10]=[N:9][C:8]2[NH:7][C:4]([CH3:6])([CH3:5])[C:3](=[O:2])[NH:14][C:13]=2[CH:12]=1. The yield is 0.460. (6) The reactants are Cl[C:2]1[C:3]2[O:10][C:9]3[CH:11]=[CH:12][CH:13]=[CH:14][C:8]=3[C:4]=2[N:5]=[CH:6][N:7]=1.[C:15]1(B(O)O)[CH:20]=[CH:19][CH:18]=[CH:17][CH:16]=1.C([O-])([O-])=O.[K+].[K+]. The catalyst is C1(C)C=CC=CC=1.C1C=CC([P]([Pd]([P](C2C=CC=CC=2)(C2C=CC=CC=2)C2C=CC=CC=2)([P](C2C=CC=CC=2)(C2C=CC=CC=2)C2C=CC=CC=2)[P](C2C=CC=CC=2)(C2C=CC=CC=2)C2C=CC=CC=2)(C2C=CC=CC=2)C2C=CC=CC=2)=CC=1. The yield is 0.760. The product is [C:15]1([C:2]2[C:3]3[O:10][C:9]4[CH:11]=[CH:12][CH:13]=[CH:14][C:8]=4[C:4]=3[N:5]=[CH:6][N:7]=2)[CH:20]=[CH:19][CH:18]=[CH:17][CH:16]=1. (7) The reactants are [F:1][C:2]1[CH:7]=[CH:6][C:5]([C:8]2[S:12][C:11]([CH3:13])=[N:10][C:9]=2[C:14]([OH:16])=O)=[CH:4][CH:3]=1.CN(C(ON1N=NC2C=CC=NC1=2)=[N+](C)C)C.F[P-](F)(F)(F)(F)F.C(N(CC)C(C)C)(C)C.[F:50][C:51]1[C:59]2[N:58]=[C:57]([CH2:60][CH:61]3[CH2:66][CH2:65][CH2:64][CH2:63][NH:62]3)[NH:56][C:55]=2[CH:54]=[CH:53][C:52]=1[F:67]. The catalyst is CN(C=O)C. The product is [F:50][C:51]1[C:59]2[N:58]=[C:57]([CH2:60][CH:61]3[CH2:66][CH2:65][CH2:64][CH2:63][N:62]3[C:14]([C:9]3[N:10]=[C:11]([CH3:13])[S:12][C:8]=3[C:5]3[CH:4]=[CH:3][C:2]([F:1])=[CH:7][CH:6]=3)=[O:16])[NH:56][C:55]=2[CH:54]=[CH:53][C:52]=1[F:67]. The yield is 0.850. (8) No catalyst specified. The product is [CH2:10]([S:9][C:3]1[CH:8]=[CH:7][C:6]([O:16][CH3:15])=[CH:5][CH:4]=1)[CH3:11]. The yield is 1.00. The reactants are [H-].[Na+].[C:3]1([SH:9])[CH:8]=[CH:7][CH:6]=[CH:5][CH:4]=1.[CH2:10](Br)[CH3:11].C1C[O:16][CH2:15]C1.